Dataset: Forward reaction prediction with 1.9M reactions from USPTO patents (1976-2016). Task: Predict the product of the given reaction. (1) Given the reactants [CH3:1][O:2][CH2:3][O:4][C:5]1[CH:10]=[C:9]([O:11][CH2:12][O:13][CH3:14])[CH:8]=[CH:7][C:6]=1[CH:15]1[CH2:20][CH2:19][CH2:18][CH:17]([CH2:21][OH:22])[CH2:16]1.CC(C)=[O:25], predict the reaction product. The product is: [CH3:1][O:2][CH2:3][O:4][C:5]1[CH:10]=[C:9]([O:11][CH2:12][O:13][CH3:14])[CH:8]=[CH:7][C:6]=1[CH:15]1[CH2:20][CH2:19][CH2:18][CH:17]([C:21]([OH:25])=[O:22])[CH2:16]1. (2) Given the reactants [NH2:1][C:2]1[CH:10]=[C:9]([Cl:11])[CH:8]=[CH:7][C:3]=1[C:4](O)=[O:5].[NH2:12][C:13](N)=[O:14], predict the reaction product. The product is: [Cl:11][C:9]1[CH:10]=[C:2]2[C:3]([C:4](=[O:5])[NH:12][C:13](=[O:14])[NH:1]2)=[CH:7][CH:8]=1. (3) Given the reactants [Br:1][C:2]1[CH:11]=[CH:10][C:5]([C:6]([O:8][CH3:9])=[O:7])=[CH:4][C:3]=1[OH:12], predict the reaction product. The product is: [Br:1][C:2]1[CH:11]=[CH:10][C:5]([C:6]([O:8][CH3:9])=[O:7])=[CH:4][C:3]=1[O:12][CH2:4][CH:5]([CH3:10])[CH3:6]. (4) The product is: [CH:1]1([N:4]2[CH2:9][CH2:8][N:7]([C:10]3([CH2:16][NH:17][C:18](=[O:23])[C:19]([F:21])([F:20])[F:22])[CH2:15][CH2:14][N:13]([C:38]([O:37][C:34]([CH3:36])([CH3:35])[CH3:33])=[O:39])[CH2:12][CH2:11]3)[CH2:6][CH2:5]2)[CH2:2][CH2:3]1. Given the reactants [CH:1]1([N:4]2[CH2:9][CH2:8][N:7]([C:10]3([CH2:16][NH:17][C:18](=[O:23])[C:19]([F:22])([F:21])[F:20])[CH2:15][CH2:14][NH:13][CH2:12][CH2:11]3)[CH2:6][CH2:5]2)[CH2:3][CH2:2]1.CCN(C(C)C)C(C)C.[CH3:33][C:34]([O:37][C:38](O[C:38]([O:37][C:34]([CH3:36])([CH3:35])[CH3:33])=[O:39])=[O:39])([CH3:36])[CH3:35], predict the reaction product. (5) Given the reactants C([O:5][C:6](=[O:29])[CH2:7][N:8]1[C:16]2[C:11](=[CH:12][CH:13]=[CH:14][CH:15]=2)[C:10]([CH:17]2[C:21]3[CH:22]=[CH:23][CH:24]=[CH:25][C:20]=3[S:19](=[O:27])(=[O:26])[NH:18]2)=[C:9]1[CH3:28])(C)(C)C.I[CH2:31][CH2:32][CH:33]([CH3:35])[CH3:34], predict the reaction product. The product is: [CH3:28][C:9]1[N:8]([CH2:7][C:6]([OH:5])=[O:29])[C:16]2[C:11]([C:10]=1[CH:17]1[C:21]3[CH:22]=[CH:23][CH:24]=[CH:25][C:20]=3[S:19](=[O:26])(=[O:27])[N:18]1[CH2:31][CH2:32][CH:33]([CH3:35])[CH3:34])=[CH:12][CH:13]=[CH:14][CH:15]=2. (6) Given the reactants [N:1]1[CH:6]=[CH:5][C:4]([NH:7][C:8]([C:10]2[C:15]([NH2:16])=[N:14][CH:13]=[C:12](Br)[N:11]=2)=[O:9])=[CH:3][CH:2]=1.[O:18]1[CH2:22][CH2:21][O:20][CH:19]1[CH2:23][N:24]1[CH:28]=[C:27](B2OC(C)(C)C(C)(C)O2)[CH:26]=[N:25]1, predict the reaction product. The product is: [N:1]1[CH:6]=[CH:5][C:4]([NH:7][C:8]([C:10]2[C:15]([NH2:16])=[N:14][CH:13]=[C:12]([C:27]3[CH:26]=[N:25][N:24]([CH2:23][CH:19]4[O:20][CH2:21][CH2:22][O:18]4)[CH:28]=3)[N:11]=2)=[O:9])=[CH:3][CH:2]=1.